Task: Predict the product of the given reaction.. Dataset: Forward reaction prediction with 1.9M reactions from USPTO patents (1976-2016) (1) Given the reactants [CH3:1][O:2][C:3]1[CH:4]=[C:5]([C:13]2[N:22]=[C:21]([C:23]([OH:25])=O)[C:20]3[C:15](=[CH:16][CH:17]=[CH:18][CH:19]=3)[N:14]=2)[CH:6]=[C:7]([O:11][CH3:12])[C:8]=1[O:9][CH3:10].Cl.[OH:27][C:28]1[CH:37]=[CH:36][CH:35]=[C:34]2[C:29]=1[CH2:30][CH2:31][NH:32][CH2:33]2, predict the reaction product. The product is: [CH3:12][O:11][C:7]1[CH:6]=[C:5]([C:13]2[N:22]=[C:21]([C:23]([N:32]3[CH2:31][CH2:30][C:29]4[C:34](=[CH:35][CH:36]=[CH:37][C:28]=4[OH:27])[CH2:33]3)=[O:25])[C:20]3[C:15](=[CH:16][CH:17]=[CH:18][CH:19]=3)[N:14]=2)[CH:4]=[C:3]([O:2][CH3:1])[C:8]=1[O:9][CH3:10]. (2) Given the reactants [CH2:1]([N:3]1[CH:7]=[CH:6][CH:5]=[C:4]1[C:8]([OH:10])=O)[CH3:2].C1C=CC2N(O)N=NC=2C=1.[O:21]1[CH2:26][CH2:25][N:24]([CH2:27][CH2:28][NH:29][C:30]([C:32]2[CH:37]=[CH:36][C:35]([N:38]3[CH2:43][CH2:42][CH:41]([NH:44][C:45]([N:47]4[CH2:52][CH2:51][NH:50][CH2:49][CH2:48]4)=[O:46])[CH2:40][CH2:39]3)=[CH:34][CH:33]=2)=[O:31])[CH2:23][CH2:22]1.C(=O)(O)[O-].[Na+], predict the reaction product. The product is: [CH2:1]([N:3]1[CH:7]=[CH:6][CH:5]=[C:4]1[C:8]([N:50]1[CH2:51][CH2:52][N:47]([C:45]([NH:44][CH:41]2[CH2:42][CH2:43][N:38]([C:35]3[CH:34]=[CH:33][C:32]([C:30](=[O:31])[NH:29][CH2:28][CH2:27][N:24]4[CH2:23][CH2:22][O:21][CH2:26][CH2:25]4)=[CH:37][CH:36]=3)[CH2:39][CH2:40]2)=[O:46])[CH2:48][CH2:49]1)=[O:10])[CH3:2]. (3) Given the reactants [N:1]1([C:7]2[N:12]=[CH:11][NH:10][C:9](=[O:13])[CH:8]=2)[CH2:6][CH2:5][NH:4][CH2:3][CH2:2]1.[Br:14][C:15]1[CH:22]=[C:21]([Br:23])[CH:20]=[C:17]([CH:18]=O)[C:16]=1[OH:24], predict the reaction product. The product is: [Br:14][C:15]1[C:16]([OH:24])=[C:17]([CH:20]=[C:21]([Br:23])[CH:22]=1)[CH2:18][N:4]1[CH2:5][CH2:6][N:1]([C:7]2[N:12]=[CH:11][NH:10][C:9](=[O:13])[CH:8]=2)[CH2:2][CH2:3]1. (4) Given the reactants Cl[CH2:2][CH2:3][CH2:4][O:5][C:6]1[CH:15]=[C:14]2[C:9]([CH:10]=[CH:11][C:12](=[O:17])[N:13]2[CH3:16])=[CH:8][CH:7]=1.[I-:18].[Na+].C(#N)C, predict the reaction product. The product is: [I:18][CH2:2][CH2:3][CH2:4][O:5][C:6]1[CH:15]=[C:14]2[C:9]([CH:10]=[CH:11][C:12](=[O:17])[N:13]2[CH3:16])=[CH:8][CH:7]=1. (5) Given the reactants [NH2:1][C:2]1[C:7]([N+:8]([O-:10])=[O:9])=[CH:6][CH:5]=[CH:4][C:3]=1[OH:11].[Cl:12][C:13]1[CH:18]=[CH:17][CH:16]=[C:15]([CH2:19][N:20]=[C:21]=S)[CH:14]=1, predict the reaction product. The product is: [Cl:12][C:13]1[CH:14]=[C:15]([CH:16]=[CH:17][CH:18]=1)[CH2:19][NH:20][C:21]1[O:11][C:3]2[CH:4]=[CH:5][CH:6]=[C:7]([N+:8]([O-:10])=[O:9])[C:2]=2[N:1]=1.